From a dataset of Reaction yield outcomes from USPTO patents with 853,638 reactions. Predict the reaction yield, written as a fraction of the theoretical maximum amount of product (1.0 means a 100% yield; for example, 0.34 means a 34% yield). (1) The reactants are Cl[CH2:2][CH2:3][CH2:4][N:5]1[C:10]2[CH:11]=[CH:12][CH:13]=[CH:14][C:9]=2[O:8][CH2:7][C:6]1=[O:15].C([O-])([O-])=O.[K+].[K+].[Na+].[I-].[CH:24](=[C:28]1[CH2:33][CH2:32][NH:31][CH2:30][CH2:29]1)[CH2:25][CH2:26][CH3:27]. No catalyst specified. The product is [CH:24](=[C:28]1[CH2:33][CH2:32][N:31]([CH2:2][CH2:3][CH2:4][N:5]2[C:10]3[CH:11]=[CH:12][CH:13]=[CH:14][C:9]=3[O:8][CH2:7][C:6]2=[O:15])[CH2:30][CH2:29]1)[CH2:25][CH2:26][CH3:27]. The yield is 0.710. (2) The reactants are Br[C:2]1[C:7]([Br:8])=[CH:6][CH:5]=[CH:4][N:3]=1.[NH2:9][NH2:10].C(N(CC)CC)C.[C:18](Cl)(=[O:20])[CH3:19]. The catalyst is O1CCOCC1. The product is [Br:8][C:7]1[C:2]([NH:9][NH:10][C:18](=[O:20])[CH3:19])=[N:3][CH:4]=[CH:5][CH:6]=1. The yield is 0.230. (3) The reactants are F[P-](F)(F)(F)(F)F.N1(OC(N(C)C)=[N+](C)C)C2N=CC=CC=2N=N1.[NH2:25][C:26]([NH:28][C:29]1[S:30][C:31]([C:35]2[CH:43]=[CH:42][C:38]([C:39]([OH:41])=O)=[CH:37][CH:36]=2)=[C:32]([CH3:34])[N:33]=1)=[NH:27].[OH:44][C:45]1[CH:50]=[CH:49][CH:48]=[CH:47][C:46]=1[N:51]1[CH2:56][CH2:55][NH:54][CH2:53][CH2:52]1. The catalyst is CN(C)C1C=CC=CC=1. The product is [OH:44][C:45]1[CH:50]=[CH:49][CH:48]=[CH:47][C:46]=1[N:51]1[CH2:56][CH2:55][N:54]([C:39]([C:38]2[CH:37]=[CH:36][C:35]([C:31]3[S:30][C:29]([NH:28][C:26]([NH2:25])=[NH:27])=[N:33][C:32]=3[CH3:34])=[CH:43][CH:42]=2)=[O:41])[CH2:53][CH2:52]1. The yield is 0.470. (4) The reactants are C[O:2][C:3](=[O:24])[CH2:4][O:5][C:6]1[CH:11]=[CH:10][C:9]([CH2:12][CH2:13][CH2:14][CH2:15][NH:16][C:17]([O:19][C:20]([CH3:23])([CH3:22])[CH3:21])=[O:18])=[CH:8][CH:7]=1.[OH-].[K+]. The catalyst is CO. The product is [C:20]([O:19][C:17]([NH:16][CH2:15][CH2:14][CH2:13][CH2:12][C:9]1[CH:8]=[CH:7][C:6]([O:5][CH2:4][C:3]([OH:24])=[O:2])=[CH:11][CH:10]=1)=[O:18])([CH3:23])([CH3:21])[CH3:22]. The yield is 0.970. (5) The reactants are [C@@H:1]1([N:8]2[CH:16]=[C:14]([CH3:15])[C:12](=[O:13])[NH:11][C:9]2=[O:10])[O:7][C@H:4]([CH2:5][OH:6])[CH2:3][CH2:2]1.N1C=CN=C1.[Si:22](Cl)([C:25]([CH3:28])([CH3:27])[CH3:26])([CH3:24])[CH3:23].CN(C=[O:34])C. No catalyst specified. The product is [Si:22]([O:34][O:6][CH2:5][C@H:4]1[O:7][C@@H:1]([N:8]2[CH:16]=[C:14]([CH3:15])[C:12](=[O:13])[NH:11][C:9]2=[O:10])[CH2:2][CH2:3]1)([C:25]([CH3:28])([CH3:27])[CH3:26])([CH3:24])[CH3:23]. The yield is 0.870. (6) The reactants are Cl[C:2]1[N:3]([C:13]2[CH:18]=[CH:17][CH:16]=[CH:15][CH:14]=2)[C:4]2[C:9]([C:10]=1[CH:11]=[O:12])=[CH:8][CH:7]=[CH:6][CH:5]=2.[NH:19]1[CH:23]=[CH:22][N:21]=[CH:20]1. No catalyst specified. The product is [N:19]1([C:2]2[N:3]([C:13]3[CH:18]=[CH:17][CH:16]=[CH:15][CH:14]=3)[C:4]3[C:9]([C:10]=2[CH:11]=[O:12])=[CH:8][CH:7]=[CH:6][CH:5]=3)[CH:23]=[CH:22][N:21]=[CH:20]1. The yield is 0.120. (7) No catalyst specified. The reactants are [CH2:1]([N:4]([CH2:14][C:15]1[CH:23]=[CH:22][C:18]([C:19](Cl)=[O:20])=[CH:17][CH:16]=1)[CH:5]1[CH2:13][CH2:12][C:8]2[N:9]=[CH:10][S:11][C:7]=2[CH2:6]1)[CH2:2][CH3:3].[C:24]1([N:30]2[CH2:35][CH2:34][NH:33][CH2:32][CH2:31]2)[CH:29]=[CH:28][CH:27]=[CH:26][CH:25]=1.OCCCCNC(=O)C1C=CC=CC=1. The product is [C:24]1([N:30]2[CH2:35][CH2:34][N:33]([C:19]([C:18]3[CH:22]=[CH:23][C:15]([CH2:14][N:4]([CH2:1][CH2:2][CH3:3])[CH:5]4[CH2:13][CH2:12][C:8]5[N:9]=[CH:10][S:11][C:7]=5[CH2:6]4)=[CH:16][CH:17]=3)=[O:20])[CH2:32][CH2:31]2)[CH:29]=[CH:28][CH:27]=[CH:26][CH:25]=1. The yield is 0.590. (8) The reactants are [Si]([O:8][C@H:9]([C:33]1[CH:34]=[N:35][CH:36]=[CH:37][CH:38]=1)[C@H:10]1[CH2:14][CH2:13][C@@H:12]([CH2:15][C:16]2[CH:21]=[CH:20][C:19]([C:22]([O:24][CH3:25])=[O:23])=[CH:18][CH:17]=2)[N:11]1[C:26]([O:28][C:29]([CH3:32])([CH3:31])[CH3:30])=[O:27])(C(C)(C)C)(C)C. The catalyst is O1CCCC1.[F-].C([N+](CCCC)(CCCC)CCCC)CCC.O. The product is [OH:8][C@H:9]([C:33]1[CH:34]=[N:35][CH:36]=[CH:37][CH:38]=1)[C@H:10]1[CH2:14][CH2:13][C@@H:12]([CH2:15][C:16]2[CH:17]=[CH:18][C:19]([C:22]([O:24][CH3:25])=[O:23])=[CH:20][CH:21]=2)[N:11]1[C:26]([O:28][C:29]([CH3:32])([CH3:31])[CH3:30])=[O:27]. The yield is 0.980. (9) The reactants are ClC1[CH:3]=[CH:4][C:5]([S:23][S:23][C:5]2[CH:4]=[CH:3]C(Cl)=[CH:7][C:6]=2[NH:8][S:9]([C:12]2[CH:17]=[CH:16][C:15]([Cl:18])=[C:14]([C:19]([F:22])([F:21])[F:20])[CH:13]=2)(=[O:11])=[O:10])=[C:6]([NH:8][S:9]([C:12]2[CH:17]=[CH:16][C:15]([Cl:18])=[C:14]([C:19]([F:22])([F:21])[F:20])[CH:13]=2)(=[O:11])=[O:10])[CH:7]=1.C([O-])(O)=O.[Na+].[C:52]1(P(C2C=CC=CC=2)C2C=CC=CC=2)C=CC=C[CH:53]=1.C(I)C.[CH2:74]([Cl:76])Cl. The catalyst is CCOC(C)=O. The product is [Cl:18][C:15]1[CH:16]=[CH:17][C:12]([S:9]([NH:8][C:6]2[CH:7]=[C:74]([Cl:76])[CH:3]=[CH:4][C:5]=2[S:23][CH2:52][CH3:53])(=[O:11])=[O:10])=[CH:13][C:14]=1[C:19]([F:21])([F:22])[F:20]. The yield is 0.590.